Dataset: Forward reaction prediction with 1.9M reactions from USPTO patents (1976-2016). Task: Predict the product of the given reaction. (1) Given the reactants [Cl:1][C:2]1[C:3]([NH2:26])=[C:4]2[NH:10][C:9]([C:11]3[CH:16]=[CH:15][C:14]([O:17][CH2:18][CH2:19][N:20]4[CH2:25][CH2:24][O:23][CH2:22][CH2:21]4)=[CH:13][CH:12]=3)=[N:8][C:5]2=[N:6][CH:7]=1.CO[CH:29]1[CH2:33][CH2:32][CH:31](OC)O1, predict the reaction product. The product is: [Cl:1][C:2]1[C:3]([N:26]2[CH:29]=[CH:33][CH:32]=[CH:31]2)=[C:4]2[NH:10][C:9]([C:11]3[CH:16]=[CH:15][C:14]([O:17][CH2:18][CH2:19][N:20]4[CH2:21][CH2:22][O:23][CH2:24][CH2:25]4)=[CH:13][CH:12]=3)=[N:8][C:5]2=[N:6][CH:7]=1. (2) Given the reactants [NH2:1][C:2]1[CH:3]=[CH:4][C:5]2[CH2:11][CH2:10][CH:9]([NH:12][CH2:13][CH2:14][OH:15])[CH2:8][CH2:7][C:6]=2[C:16]=1[O:17][CH3:18].Cl[C:20]1[N:25]=[C:24]([NH:26][C:27]2[CH:32]=[CH:31][CH:30]=[CH:29][C:28]=2[S:33]([N:36]2[CH2:40][CH2:39][CH2:38][CH2:37]2)(=[O:35])=[O:34])[C:23]([Cl:41])=[CH:22][N:21]=1, predict the reaction product. The product is: [Cl:41][C:23]1[C:24]([NH:26][C:27]2[CH:32]=[CH:31][CH:30]=[CH:29][C:28]=2[S:33]([N:36]2[CH2:40][CH2:39][CH2:38][CH2:37]2)(=[O:35])=[O:34])=[N:25][C:20]([NH:1][C:2]2[CH:3]=[CH:4][C:5]3[CH2:11][CH2:10][CH:9]([NH:12][CH2:13][CH2:14][OH:15])[CH2:8][CH2:7][C:6]=3[C:16]=2[O:17][CH3:18])=[N:21][CH:22]=1. (3) The product is: [Cl:1][C:2]1[N:7]=[C:6]([NH:16][CH:17]2[CH2:22][CH2:21][CH:20]([OH:23])[CH2:19][CH2:18]2)[CH:5]=[C:4]([C:9]2[CH:14]=[CH:13][CH:12]=[CH:11][CH:10]=2)[N:3]=1.[Cl:8][C:6]1[CH:5]=[C:4]([C:9]2[CH:14]=[CH:13][CH:12]=[CH:11][CH:10]=2)[N:3]=[C:2]([NH:16][CH:17]2[CH2:22][CH2:21][CH:20]([OH:23])[CH2:19][CH2:18]2)[N:7]=1. Given the reactants [Cl:1][C:2]1[N:7]=[C:6]([Cl:8])[CH:5]=[C:4]([C:9]2[CH:14]=[CH:13][CH:12]=[CH:11][CH:10]=2)[N:3]=1.Cl.[NH2:16][CH:17]1[CH2:22][CH2:21][CH:20]([OH:23])[CH2:19][CH2:18]1.C(N(CC)CC)C, predict the reaction product. (4) Given the reactants [O:1]([C:8]1[C:17]([N:18](C2C=CC=CC=2)[C:19](=[O:21])[O-])=[N:16][C:15]2[C:10](=[CH:11][CH:12]=[CH:13][CH:14]=2)[N:9]=1)[C:2]1[CH:7]=[CH:6][CH:5]=[CH:4][CH:3]=1.[C:28]1([CH:34]([C:41]2[CH:46]=[CH:45][CH:44]=[CH:43][CH:42]=2)[N:35]2[CH2:40][CH2:39][NH:38][CH2:37][CH2:36]2)[CH:33]=[CH:32][CH:31]=[CH:30][CH:29]=1.C1CCN2C(=NCCC2)CC1.C(OCC)(=O)C, predict the reaction product. The product is: [O:1]([C:8]1[C:17]([NH:18][C:19]([N:38]2[CH2:39][CH2:40][N:35]([CH:34]([C:28]3[CH:33]=[CH:32][CH:31]=[CH:30][CH:29]=3)[C:41]3[CH:46]=[CH:45][CH:44]=[CH:43][CH:42]=3)[CH2:36][CH2:37]2)=[O:21])=[N:16][C:15]2[C:10](=[CH:11][CH:12]=[CH:13][CH:14]=2)[N:9]=1)[C:2]1[CH:7]=[CH:6][CH:5]=[CH:4][CH:3]=1. (5) Given the reactants [F:1][C:2]([F:23])([F:22])[C:3]1[CH:21]=[CH:20][C:6]([CH2:7][O:8][N:9]2C(=O)C3C(=CC=CC=3)C2=O)=[CH:5][CH:4]=1.O.NN, predict the reaction product. The product is: [F:1][C:2]([F:22])([F:23])[C:3]1[CH:21]=[CH:20][C:6]([CH2:7][O:8][NH2:9])=[CH:5][CH:4]=1. (6) Given the reactants [CH2:1]([O:3][C:4]([C:6]1[N:7]=[C:8](N)[S:9][C:10]=1[CH3:11])=[O:5])[CH3:2], predict the reaction product. The product is: [CH2:1]([O:3][C:4]([C:6]1[N:7]=[CH:8][S:9][C:10]=1[CH3:11])=[O:5])[CH3:2]. (7) Given the reactants [CH3:1][C:2]1([CH3:19])[C:10]2[C:5](=[C:6]([CH3:17])[C:7]([N:11]3[CH2:16][CH2:15][O:14][CH2:13][CH2:12]3)=[CH:8][CH:9]=2)[NH:4][C:3]1=O.COCCO[AlH2-]OCCOC.[Na+], predict the reaction product. The product is: [CH3:1][C:2]1([CH3:19])[C:10]2[C:5](=[C:6]([CH3:17])[C:7]([N:11]3[CH2:16][CH2:15][O:14][CH2:13][CH2:12]3)=[CH:8][CH:9]=2)[NH:4][CH2:3]1.